This data is from Reaction yield outcomes from USPTO patents with 853,638 reactions. The task is: Predict the reaction yield, written as a fraction of the theoretical maximum amount of product (1.0 means a 100% yield; for example, 0.34 means a 34% yield). (1) The reactants are [CH3:1][N:2]([CH3:16])[CH:3]1[CH2:8][CH2:7][C:6]([C:9]2[CH:10]=[C:11]([NH2:15])[CH:12]=[CH:13][CH:14]=2)=[CH:5][CH2:4]1.[F:17][C:18]1[CH:26]=[CH:25][C:21]([C:22]([Cl:24])=[O:23])=[CH:20][CH:19]=1. No catalyst specified. The product is [ClH:24].[CH3:1][N:2]([CH3:16])[CH:3]1[CH2:8][CH2:7][C:6]([C:9]2[CH:10]=[C:11]([NH:15][C:22](=[O:23])[C:21]3[CH:25]=[CH:26][C:18]([F:17])=[CH:19][CH:20]=3)[CH:12]=[CH:13][CH:14]=2)=[CH:5][CH2:4]1. The yield is 0.340. (2) The reactants are [CH:1]1(C(O)=O)[CH2:5][CH:4]=[CH:3][CH2:2]1.C1C=CC(P(N=[N+]=[N-])(C2C=CC=CC=2)=[O:16])=CC=1.CC[N:28]([CH2:31]C)CC.[CH2:33]([OH:40])[C:34]1[CH:39]=[CH:38][CH:37]=[CH:36][CH:35]=1. The catalyst is C1(C)C=CC=CC=1. The product is [CH2:33]([O:40][C:31](=[O:16])[NH:28][CH:1]1[CH2:2][CH:3]=[CH:4][CH2:5]1)[C:34]1[CH:39]=[CH:38][CH:37]=[CH:36][CH:35]=1. The yield is 0.520. (3) The reactants are [F:1][C:2]1[CH:3]=[C:4]([C:11]2[C:15]([C:16]3[CH:21]=[CH:20][CH:19]=[CH:18][CH:17]=3)=[CH:14][S:13][C:12]=2[C:22]([O:24][CH3:25])=[O:23])[CH:5]=[CH:6][C:7]=1[S:8]([CH3:10])=O.[C:26]([O-:29])(=[O:28])[CH3:27].[Na+].C(OCC)C. The catalyst is C(OC(=O)C)(=O)C. The product is [C:26]([O:29][CH2:10][S:8][C:7]1[CH:6]=[CH:5][C:4]([C:11]2[C:15]([C:16]3[CH:21]=[CH:20][CH:19]=[CH:18][CH:17]=3)=[CH:14][S:13][C:12]=2[C:22]([O:24][CH3:25])=[O:23])=[CH:3][C:2]=1[F:1])(=[O:28])[CH3:27]. The yield is 0.620.